Dataset: Full USPTO retrosynthesis dataset with 1.9M reactions from patents (1976-2016). Task: Predict the reactants needed to synthesize the given product. (1) Given the product [C:20]([C:24]1[O:28][C:27]([NH:29][C:30]2[CH:35]=[CH:34][C:33]([C:2]3[CH:7]=[CH:6][C:5]([C:8]45[O:14][C:11]([CH2:15][C:16]([O:18][CH3:19])=[O:17])([CH2:12][CH2:13]4)[CH2:10][CH2:9]5)=[CH:4][CH:3]=3)=[CH:32][CH:31]=2)=[N:26][N:25]=1)([CH3:23])([CH3:21])[CH3:22], predict the reactants needed to synthesize it. The reactants are: Br[C:2]1[CH:7]=[CH:6][C:5]([C:8]23[O:14][C:11]([CH2:15][C:16]([O:18][CH3:19])=[O:17])([CH2:12][CH2:13]2)[CH2:10][CH2:9]3)=[CH:4][CH:3]=1.[C:20]([C:24]1[O:28][C:27]([NH:29][C:30]2[CH:35]=[CH:34][C:33](B3OC(C)(C)C(C)(C)O3)=[CH:32][CH:31]=2)=[N:26][N:25]=1)([CH3:23])([CH3:22])[CH3:21].[F-].[Cs+].O1CCOCC1. (2) Given the product [OH:8][C:9]1[CH:17]=[CH:16][CH:15]=[C:14]2[C:10]=1[CH:11]=[C:12]([C:19]([N:22]1[CH2:26][CH2:25][CH2:24][CH2:23]1)=[O:21])[N:13]2[CH3:18], predict the reactants needed to synthesize it. The reactants are: C([O:8][C:9]1[CH:17]=[CH:16][CH:15]=[C:14]2[C:10]=1[CH:11]=[C:12]([C:19]([OH:21])=O)[N:13]2[CH3:18])C1C=CC=CC=1.[NH:22]1[CH2:26][CH2:25][CH2:24][CH2:23]1. (3) Given the product [N:27]([CH2:30][CH2:31][S:32][C:33]1[N:34]=[C:35]([S:54][CH3:55])[N:36]2[CH:40]=[C:39]([C:8]3[C@H:9]([CH3:10])[C@@H:5]4[C@@H:4]([C@H:2]([OH:1])[CH3:3])[C:25](=[O:26])[N:6]4[C:7]=3[C:12]([O:14][CH2:15][C:16]3[CH:21]=[CH:20][C:19]([N+:22]([O-:24])=[O:23])=[CH:18][CH:17]=3)=[O:13])[S:38][C:37]=12)=[N+:28]=[N-:29], predict the reactants needed to synthesize it. The reactants are: [OH:1][C@@H:2]([C@H:4]1[C:25](=[O:26])[N:6]2[C@@H:7]([C:12]([O:14][CH2:15][C:16]3[CH:21]=[CH:20][C:19]([N+:22]([O-:24])=[O:23])=[CH:18][CH:17]=3)=[O:13])[C:8](=O)[C@H:9]([CH3:10])[C@H:5]12)[CH3:3].[N:27]([CH2:30][CH2:31][S:32][C:33]1[N:34]=[C:35]([S:54][CH3:55])[N:36]2[CH:40]=[C:39]([Sn](CCCC)(CCCC)CCCC)[S:38][C:37]=12)=[N+:28]=[N-:29]. (4) Given the product [CH2:18]([N:17]1[CH2:16][C:15]2[C:10](=[CH:11][CH:12]=[C:13]([O:21][C:22]3[CH:27]=[CH:26][CH:25]=[C:24]([CH2:28][NH:29][CH2:30][C:31]4[C:36]([CH3:37])=[CH:35][C:34]([CH3:38])=[CH:33][C:32]=4[CH3:39])[CH:23]=3)[CH:14]=2)[N:9]=[C:8]1[NH2:7])[CH2:19][CH3:20], predict the reactants needed to synthesize it. The reactants are: C(OC(=O)[NH:7][C:8]1[N:17]([CH2:18][CH2:19][CH3:20])[CH2:16][C:15]2[C:10](=[CH:11][CH:12]=[C:13]([O:21][C:22]3[CH:27]=[CH:26][CH:25]=[C:24]([CH2:28][NH:29][CH2:30][C:31]4[C:36]([CH3:37])=[CH:35][C:34]([CH3:38])=[CH:33][C:32]=4[CH3:39])[CH:23]=3)[CH:14]=2)[N:9]=1)(C)(C)C. (5) Given the product [OH:15][CH:14]([C:13]1[CH:16]=[CH:17][C:18]([N+:19]([O-:21])=[O:20])=[C:11]([OH:10])[CH:12]=1)[CH2:2][C:1]([C:4]1[CH:9]=[CH:8][CH:7]=[CH:6][CH:5]=1)=[O:3], predict the reactants needed to synthesize it. The reactants are: [C:1]([C:4]1[CH:9]=[CH:8][CH:7]=[CH:6][CH:5]=1)(=[O:3])[CH3:2].[OH:10][C:11]1[CH:12]=[C:13]([CH:16]=[CH:17][C:18]=1[N+:19]([O-:21])=[O:20])[CH:14]=[O:15]. (6) Given the product [C:29]([C:26]([C:22]1[CH:21]=[C:20]([CH:25]=[CH:24][CH:23]=1)[C:19]([NH:18][C:14]1[CH:15]=[CH:16][CH:17]=[C:12]([N:11]([CH3:32])[C:6]2[N:7]=[CH:8][C:9]3[N:10]=[C:2]([NH:1][C:33](=[O:42])/[CH:34]=[CH:35]/[C:36]4[CH:41]=[CH:40][CH:39]=[CH:38][CH:37]=4)[S:3][C:4]=3[N:5]=2)[CH:13]=1)=[O:31])([CH3:27])[CH3:28])#[N:30], predict the reactants needed to synthesize it. The reactants are: [NH2:1][C:2]1[S:3][C:4]2[N:5]=[C:6]([N:11]([CH3:32])[C:12]3[CH:13]=[C:14]([NH:18][C:19](=[O:31])[C:20]4[CH:25]=[CH:24][CH:23]=[C:22]([C:26]([C:29]#[N:30])([CH3:28])[CH3:27])[CH:21]=4)[CH:15]=[CH:16][CH:17]=3)[N:7]=[CH:8][C:9]=2[N:10]=1.[C:33](Cl)(=[O:42])[CH:34]=[CH:35][C:36]1[CH:41]=[CH:40][CH:39]=[CH:38][CH:37]=1.C(=O)([O-])O.[Na+]. (7) Given the product [CH:47]([OH:48])=[O:59].[C:1]([C:5]1[CH:9]=[C:8]([NH:10][C:11]([NH:13][C@@H:14]2[C:23]3[C:18](=[CH:19][CH:20]=[CH:21][CH:22]=3)[C@H:17]([O:24][C:25]3[CH:26]=[CH:27][C:28]4[N:29]([C:31]([N:34]5[CH2:39][CH2:38][CH2:37][CH2:36][CH2:35]5)=[N:32][N:33]=4)[CH:30]=3)[CH2:16][CH2:15]2)=[O:12])[N:7]([C:40]2[CH:41]=[N:42][N:43]([CH2:45][CH2:46][CH2:47][N:54]([CH3:55])[CH3:53])[CH:44]=2)[N:6]=1)([CH3:2])([CH3:4])[CH3:3], predict the reactants needed to synthesize it. The reactants are: [C:1]([C:5]1[CH:9]=[C:8]([NH:10][C:11]([NH:13][C@@H:14]2[C:23]3[C:18](=[CH:19][CH:20]=[CH:21][CH:22]=3)[C@H:17]([O:24][C:25]3[CH:26]=[CH:27][C:28]4[N:29]([C:31]([N:34]5[CH2:39][CH2:38][CH2:37][CH2:36][CH2:35]5)=[N:32][N:33]=4)[CH:30]=3)[CH2:16][CH2:15]2)=[O:12])[N:7]([C:40]2[CH:41]=[N:42][N:43]([CH2:45][CH2:46][CH2:47][O:48]S(C)(=O)=O)[CH:44]=2)[N:6]=1)([CH3:4])([CH3:3])[CH3:2].[CH3:53][NH:54][CH3:55].C1C[O:59]CC1.